Task: Predict the product of the given reaction.. Dataset: Forward reaction prediction with 1.9M reactions from USPTO patents (1976-2016) (1) The product is: [O:23]=[C:15]1[CH:14]([C:8]2[C:7]3=[C:6]([CH3:24])[C:5]([C:3]([OH:4])=[O:2])=[CH:13][N:12]3[N:11]=[CH:10][N:9]=2)[C:22]2[C:17](=[CH:18][CH:19]=[CH:20][CH:21]=2)[NH:16]1. Given the reactants C[O:2][C:3]([C:5]1[C:6]([CH3:24])=[C:7]2[N:12]([CH:13]=1)[N:11]=[CH:10][N:9]=[C:8]2[CH:14]1[C:22]2[C:17](=[CH:18][CH:19]=[CH:20][CH:21]=2)[NH:16][C:15]1=[O:23])=[O:4].[OH-].[K+], predict the reaction product. (2) Given the reactants [CH:1]1[CH:2]=[C:3]([C:12]2[C:16]([C:17]#[N:18])=[CH:15][NH:14][CH:13]=2)[C:4]2[O:9][C:8]([F:11])([F:10])[O:7][C:5]=2[CH:6]=1.C([Li])CCC.Br[CH:25]([CH3:30])[C:26]([O:28][CH3:29])=[O:27].O, predict the reaction product. The product is: [C:17]([C:16]1[C:12]([C:3]2[C:4]3[O:9][C:8]([F:11])([F:10])[O:7][C:5]=3[CH:6]=[CH:1][CH:2]=2)=[CH:13][N:14]([CH2:30][CH2:25][C:26]([O:28][CH3:29])=[O:27])[CH:15]=1)#[N:18]. (3) Given the reactants [CH3:1][C:2]1([CH3:9])[O:6][CH:5]([CH2:7][OH:8])[CH2:4][O:3]1.CO.C[O-].[Na+].[CH2:15](Cl)[C:16]1[CH:21]=[CH:20][CH:19]=[CH:18][CH:17]=1, predict the reaction product. The product is: [CH2:15]([O:8][CH2:7][CH:5]1[CH2:4][O:3][C:2]([CH3:9])([CH3:1])[O:6]1)[C:16]1[CH:21]=[CH:20][CH:19]=[CH:18][CH:17]=1.